Predict the product of the given reaction. From a dataset of Forward reaction prediction with 1.9M reactions from USPTO patents (1976-2016). (1) Given the reactants Cl[CH2:2][C:3]([N:5]1[CH2:10][CH2:9][N:8]([C:11]2[CH:16]=[CH:15][C:14]([Cl:17])=[C:13]([O:18][CH3:19])[CH:12]=2)[CH2:7][CH2:6]1)=[O:4].[CH3:20][N:21]1[CH2:26][CH2:25][NH:24][CH2:23][CH2:22]1, predict the reaction product. The product is: [Cl:17][C:14]1[CH:15]=[CH:16][C:11]([N:8]2[CH2:9][CH2:10][N:5]([C:3](=[O:4])[CH2:2][N:24]3[CH2:25][CH2:26][N:21]([CH3:20])[CH2:22][CH2:23]3)[CH2:6][CH2:7]2)=[CH:12][C:13]=1[O:18][CH3:19]. (2) Given the reactants [Cl:1][C:2]1[CH:3]=[C:4]([CH:22]=[CH:23][C:24]=1[Cl:25])[CH2:5][C:6]1[C:11](=[O:12])[NH:10][C:9]([CH2:13]C(OC)=O)=[N:8][C:7]=1[C:18]([F:21])([F:20])[F:19].[OH-].[Li+].Cl, predict the reaction product. The product is: [Cl:1][C:2]1[CH:3]=[C:4]([CH:22]=[CH:23][C:24]=1[Cl:25])[CH2:5][C:6]1[C:11](=[O:12])[NH:10][C:9]([CH3:13])=[N:8][C:7]=1[C:18]([F:21])([F:20])[F:19].